The task is: Predict the product of the given reaction.. This data is from Forward reaction prediction with 1.9M reactions from USPTO patents (1976-2016). (1) Given the reactants [NH2:1][C@@H:2]([CH2:6][C:7]1[CH:12]=[C:11]([I:13])[C:10]([OH:14])=[C:9]([I:15])[CH:8]=1)[C:3]([OH:5])=[O:4].[CH2:16]=O.Cl, predict the reaction product. The product is: [OH:14][C:10]1[C:9]([I:15])=[C:8]2[C:7]([CH2:6][C@@H:2]([C:3]([OH:5])=[O:4])[NH:1][CH2:16]2)=[CH:12][C:11]=1[I:13]. (2) Given the reactants [NH2:1][C:2]1[C:11]2[C:6](=[C:7](Br)[CH:8]=[CH:9][CH:10]=2)[N:5]=[N:4][C:3]=1[C:13]([NH:15][CH:16]1[CH2:19][CH2:18][CH2:17]1)=[O:14].[CH3:20][O:21][C:22]1[CH:27]=[CH:26][N:25]=[CH:24][C:23]=1B(O)O, predict the reaction product. The product is: [NH2:1][C:2]1[C:11]2[C:6](=[C:7]([C:23]3[CH:24]=[N:25][CH:26]=[CH:27][C:22]=3[O:21][CH3:20])[CH:8]=[CH:9][CH:10]=2)[N:5]=[N:4][C:3]=1[C:13]([NH:15][CH:16]1[CH2:19][CH2:18][CH2:17]1)=[O:14]. (3) Given the reactants [CH2:1]([O:4][C:5]([N:7]([CH2:17][CH:18]1[CH2:23][CH2:22][N:21]([C:24]2([CH2:35][C:36]([O:38]C(C)(C)C)=[O:37])[CH2:27][N:26]([C:28]([O:30][C:31]([CH3:34])([CH3:33])[CH3:32])=[O:29])[CH2:25]2)[CH2:20][CH2:19]1)[C@@H:8]1[CH2:10][C@H:9]1[C:11]1[CH:16]=[CH:15][CH:14]=[CH:13][CH:12]=1)=[O:6])[CH:2]=[CH2:3].C(O)(C(F)(F)F)=O.C(OC(OC(OC(C)(C)C)=O)=O)(C)(C)C.C(=O)([O-])[O-].[Na+].[Na+], predict the reaction product. The product is: [CH2:1]([O:4][C:5]([N:7]([CH2:17][CH:18]1[CH2:19][CH2:20][N:21]([C:24]2([CH2:35][C:36]([OH:38])=[O:37])[CH2:25][N:26]([C:28]([O:30][C:31]([CH3:32])([CH3:33])[CH3:34])=[O:29])[CH2:27]2)[CH2:22][CH2:23]1)[C@@H:8]1[CH2:10][C@H:9]1[C:11]1[CH:12]=[CH:13][CH:14]=[CH:15][CH:16]=1)=[O:6])[CH:2]=[CH2:3].